The task is: Predict which catalyst facilitates the given reaction.. This data is from Catalyst prediction with 721,799 reactions and 888 catalyst types from USPTO. (1) Reactant: Br[C:2]1[CH:3]=[CH:4][C:5]([O:9][CH3:10])=[C:6]([CH3:8])[CH:7]=1.[Mg].II.[Br:14][C:15]1[CH:16]=[C:17]([C:22](=[O:24])[CH3:23])[CH:18]=[CH:19][C:20]=1[Cl:21]. Product: [Br:14][C:15]1[CH:16]=[C:17]([C:22]([C:2]2[CH:3]=[CH:4][C:5]([O:9][CH3:10])=[C:6]([CH3:8])[CH:7]=2)([OH:24])[CH3:23])[CH:18]=[CH:19][C:20]=1[Cl:21]. The catalyst class is: 7. (2) Reactant: [OH-].[Li+].[C:3]([O:7][C:8]([NH:10][CH2:11][CH2:12][CH2:13][N:14]1[C:18]2[CH:19]=[C:20]([C:23]([O:25]C)=[O:24])[CH:21]=[CH:22][C:17]=2[N:16]=[C:15]1[NH:27][C:28]1[CH:33]=[C:32]([O:34][CH3:35])[C:31]([O:36][CH3:37])=[C:30]([O:38][CH3:39])[CH:29]=1)=[O:9])([CH3:6])([CH3:5])[CH3:4]. Product: [C:3]([O:7][C:8]([NH:10][CH2:11][CH2:12][CH2:13][N:14]1[C:18]2[CH:19]=[C:20]([C:23]([OH:25])=[O:24])[CH:21]=[CH:22][C:17]=2[N:16]=[C:15]1[NH:27][C:28]1[CH:29]=[C:30]([O:38][CH3:39])[C:31]([O:36][CH3:37])=[C:32]([O:34][CH3:35])[CH:33]=1)=[O:9])([CH3:5])([CH3:4])[CH3:6]. The catalyst class is: 30. (3) Reactant: C1(S[CH2:7][C:8]2[CH:13]=[CH:12][CH:11]=[C:10]([N+:14]([O-:16])=[O:15])[CH:9]=2)CCCC1.ClC1[CH:23]=[CH:22][CH:21]=[C:20]([C:24](OO)=O)C=1.[S:28](=S)(=[O:31])([O-])[O-:29].[Na+].[Na+]. Product: [CH:20]1([S:28]([CH2:7][C:8]2[CH:13]=[CH:12][CH:11]=[C:10]([N+:14]([O-:16])=[O:15])[CH:9]=2)(=[O:31])=[O:29])[CH2:21][CH2:22][CH2:23][CH2:24]1. The catalyst class is: 754. (4) Reactant: [O:1]1[C:5]2[CH:6]=[CH:7][C:8]([CH2:10][CH2:11][OH:12])=[CH:9][C:4]=2[O:3][CH2:2]1.C(N(CC)CC)C.[CH3:20][S:21](Cl)(=[O:23])=[O:22]. Product: [O:1]1[C:5]2[CH:6]=[CH:7][C:8]([CH2:10][CH2:11][O:12][S:21]([CH3:20])(=[O:23])=[O:22])=[CH:9][C:4]=2[O:3][CH2:2]1. The catalyst class is: 4.